Task: Predict the reactants needed to synthesize the given product.. Dataset: Full USPTO retrosynthesis dataset with 1.9M reactions from patents (1976-2016) (1) Given the product [CH3:1][C:2]([CH2:3][CH3:4])=[C:6]([C:7]1[CH:12]=[CH:11][CH:10]=[CH:9][CH:8]=1)[C:13]#[N:14], predict the reactants needed to synthesize it. The reactants are: [CH3:1][C:2](=O)[CH2:3][CH3:4].[CH2:6]([C:13]#[N:14])[C:7]1[CH:12]=[CH:11][CH:10]=[CH:9][CH:8]=1.C[O-].[Na+]. (2) The reactants are: [C:1]([C:3]1([C:9]2[CH:10]=[C:11]([CH:16]=[CH:17][CH:18]=2)[C:12]([O:14]C)=[O:13])[CH2:8][CH2:7][O:6][CH2:5][CH2:4]1)#[N:2].O.[OH-].[Li+].CO.O. Given the product [C:1]([C:3]1([C:9]2[CH:10]=[C:11]([CH:16]=[CH:17][CH:18]=2)[C:12]([OH:14])=[O:13])[CH2:8][CH2:7][O:6][CH2:5][CH2:4]1)#[N:2], predict the reactants needed to synthesize it. (3) Given the product [CH3:14][N:13]([CH3:15])[CH:7]1[CH2:6][CH2:5][C:4]2[C:3]([OH:2])=[CH:12][CH:11]=[CH:10][C:9]=2[CH2:8]1, predict the reactants needed to synthesize it. The reactants are: C[O:2][C:3]1[CH:12]=[CH:11][CH:10]=[C:9]2[C:4]=1[CH2:5][CH2:6][CH:7]([N:13]([CH3:15])[CH3:14])[CH2:8]2.B(Br)(Br)Br.N. (4) Given the product [CH3:1][C:2]1[C:11]2[C:6](=[CH:7][CH:8]=[CH:9][CH:10]=2)[N:5]=[C:4]2[C:12](=[O:17])[CH2:13][CH2:14][CH2:15][CH2:16][C:3]=12, predict the reactants needed to synthesize it. The reactants are: [CH3:1][C:2]1[C:11]2[C:6](=[CH:7][CH:8]=[CH:9][CH:10]=2)[N:5]=[C:4]2[CH:12]([OH:17])[CH2:13][CH2:14][CH2:15][CH2:16][C:3]=12. (5) The reactants are: [ClH:1].[NH:2]1[C@@H:10]2[C@H:5]([CH2:6][CH2:7][CH2:8][CH2:9]2)[CH2:4][C@H:3]1[C:11]([O:13]CC)=[O:12]. Given the product [ClH:1].[NH:2]1[C@@H:10]2[C@H:5]([CH2:6][CH2:7][CH2:8][CH2:9]2)[CH2:4][C@H:3]1[C:11]([OH:13])=[O:12], predict the reactants needed to synthesize it.